Dataset: Catalyst prediction with 721,799 reactions and 888 catalyst types from USPTO. Task: Predict which catalyst facilitates the given reaction. (1) Reactant: [NH2:1][C:2]1[CH:3]=[CH:4][C:5]2[N:6]([CH:8]=[C:9]([NH:11][C:12](=[O:23])[C:13]3[CH:18]=[CH:17][C:16]([C:19]([CH3:22])([CH3:21])[CH3:20])=[CH:15][CH:14]=3)[N:10]=2)[N:7]=1.CO.[ClH:26]. Product: [ClH:26].[NH2:1][C:2]1[CH:3]=[CH:4][C:5]2[N:6]([CH:8]=[C:9]([NH:11][C:12](=[O:23])[C:13]3[CH:18]=[CH:17][C:16]([C:19]([CH3:21])([CH3:20])[CH3:22])=[CH:15][CH:14]=3)[N:10]=2)[N:7]=1. The catalyst class is: 7. (2) Reactant: [C:1](=[O:17])([O:13][CH:14]([CH3:16])[CH3:15])[O:2][CH2:3][CH2:4][NH:5]C(OC(C)(C)C)=O.O1CCOCC1.[ClH:24]. Product: [ClH:24].[C:1](=[O:17])([O:13][CH:14]([CH3:16])[CH3:15])[O:2][CH2:3][CH2:4][NH2:5]. The catalyst class is: 25. (3) Product: [ClH:18].[NH:4]1[C:8]2=[N:9][CH:10]=[CH:11][C:12]([CH2:13][NH2:14])=[C:7]2[CH2:6][CH2:5]1. Reactant: C([N:4]1[C:8]2=[N:9][CH:10]=[CH:11][C:12]([CH2:13][NH:14]C(=O)C)=[C:7]2[CH2:6][CH2:5]1)(=O)C.[ClH:18]. The catalyst class is: 14. (4) The catalyst class is: 384. Product: [C:24]([O:23][C:21](=[O:22])[NH:20][C@H:16]([C:17](=[O:18])[NH:31][CH3:30])[CH2:15][C:12]1[CH:13]=[CH:14][C:9]([O:8][CH2:1][C:2]2[CH:7]=[CH:6][CH:5]=[CH:4][CH:3]=2)=[C:10]([OH:28])[CH:11]=1)([CH3:27])([CH3:26])[CH3:25]. Reactant: [CH2:1]([O:8][C:9]1[CH:14]=[CH:13][C:12]([CH2:15][C@H:16]([NH:20][C:21]([O:23][C:24]([CH3:27])([CH3:26])[CH3:25])=[O:22])[C:17](O)=[O:18])=[CH:11][C:10]=1[OH:28])[C:2]1[CH:7]=[CH:6][CH:5]=[CH:4][CH:3]=1.C[CH2:30][N:31]=C=NCCCN(C)C.C1C=CC2N(O)N=NC=2C=1.Cl.CN.C(N(CC)C(C)C)(C)C. (5) Reactant: C[N:2](C)/[CH:3]=[CH:4]/[C:5]([C:7]1[C:12](=[O:13])[CH:11]=[CH:10][N:9]([C:14]2[CH:19]=[CH:18][C:17]([O:20][C:21]([F:24])([F:23])[F:22])=[CH:16][CH:15]=2)[N:8]=1)=O.[NH:26]([C:28]1[CH:35]=[CH:34][C:31]([C:32]#[N:33])=[CH:30][CH:29]=1)N. Product: [O:13]=[C:12]1[CH:11]=[CH:10][N:9]([C:14]2[CH:19]=[CH:18][C:17]([O:20][C:21]([F:24])([F:23])[F:22])=[CH:16][CH:15]=2)[N:8]=[C:7]1[C:5]1[N:26]([C:28]2[CH:35]=[CH:34][C:31]([C:32]#[N:33])=[CH:30][CH:29]=2)[N:2]=[CH:3][CH:4]=1. The catalyst class is: 8. (6) Reactant: [CH2:1]([O:5][CH2:6][CH2:7][O:8][C:9]1[CH:14]=[CH:13][C:12]([C:15]2[CH:16]=[CH:17][C:18]3[N:24](C(=O)C(F)(F)F)[CH2:23][CH2:22][C:21]([C:31]([NH:33][C:34]4[CH:39]=[CH:38][C:37]([CH:40]([OH:48])[C:41]5[CH:46]=[CH:45][CH:44]=[CH:43][N+:42]=5[O-:47])=[C:36]([CH3:49])[CH:35]=4)=[O:32])=[CH:20][C:19]=3[CH:50]=2)=[CH:11][CH:10]=1)[CH2:2][CH2:3][CH3:4].[BH4-].[Na+]. Product: [CH2:1]([O:5][CH2:6][CH2:7][O:8][C:9]1[CH:10]=[CH:11][C:12]([C:15]2[CH:16]=[CH:17][C:18]3[NH:24][CH2:23][CH2:22][C:21]([C:31]([NH:33][C:34]4[CH:39]=[CH:38][C:37]([CH:40]([OH:48])[C:41]5[CH:46]=[CH:45][CH:44]=[CH:43][N+:42]=5[O-:47])=[C:36]([CH3:49])[CH:35]=4)=[O:32])=[CH:20][C:19]=3[CH:50]=2)=[CH:13][CH:14]=1)[CH2:2][CH2:3][CH3:4]. The catalyst class is: 8. (7) Reactant: [OH:1][C@@H:2]([C:6]1[CH:11]=[CH:10][CH:9]=[C:8]([O:12][CH2:13][CH:14]2[CH2:19][CH2:18][O:17][CH2:16][CH2:15]2)[CH:7]=1)[CH2:3][C:4]#[N:5].CO. Product: [NH2:5][CH2:4][CH2:3][C@H:2]([C:6]1[CH:11]=[CH:10][CH:9]=[C:8]([O:12][CH2:13][CH:14]2[CH2:19][CH2:18][O:17][CH2:16][CH2:15]2)[CH:7]=1)[OH:1]. The catalyst class is: 1.